This data is from Catalyst prediction with 721,799 reactions and 888 catalyst types from USPTO. The task is: Predict which catalyst facilitates the given reaction. Reactant: C1C2C(=CC=CC=2)C[NH:2]1.[CH3:10][C@@H:11]([OH:42])[C@@:12]12[O:22][C@@:21]31[C:23]1[C:28]([NH:29][C@H:13]2[C:14]#[C:15][CH:16]=[CH:17][C:18]#[C:19][C@H:20]3[OH:41])=[C:27]2[C:30]([C:32]3[C:37]([C:38](=[O:39])[C:26]2=[C:25]([OH:40])[CH:24]=1)=[CH:36][CH:35]=[CH:34][CH:33]=3)=[O:31].C([O-])(O)=O.[Na+].[CH3:48][C:49](OC(OC(O[C:49]([CH3:51])([CH3:50])[CH3:48])=O)=O)([CH3:51])[CH3:50].[Al]. Product: [C:49]([NH:2][C:12]([CH:13]1[C:26]2[C:27](=[CH:30][CH:32]=[CH:37][CH:38]=2)[CH2:28][NH:29]1)=[O:22])([CH3:51])([CH3:50])[CH3:48].[CH3:10][C@@H:11]([OH:42])[C@@:12]12[O:22][C@@:21]31[C:23]1[C:28]([NH:29][C@H:13]2[C:14]#[C:15][CH:16]=[CH:17][C:18]#[C:19][C@H:20]3[OH:41])=[C:27]2[C:30]([C:32]3[C:37]([C:38](=[O:39])[C:26]2=[C:25]([OH:40])[CH:24]=1)=[CH:36][CH:35]=[CH:34][CH:33]=3)=[O:31]. The catalyst class is: 1.